Dataset: Reaction yield outcomes from USPTO patents with 853,638 reactions. Task: Predict the reaction yield, written as a fraction of the theoretical maximum amount of product (1.0 means a 100% yield; for example, 0.34 means a 34% yield). (1) The reactants are Cl.[CH3:2][NH:3][C@@H:4]([CH2:16][C:17]1[CH:22]=[CH:21][CH:20]=[CH:19][CH:18]=1)[CH2:5][CH2:6][NH:7][C:8]([C:10]1[CH:15]=[CH:14][CH:13]=[CH:12][N:11]=1)=[O:9].[C:23]1([C:33](Cl)=[O:34])[C:32]2[C:27](=[CH:28][CH:29]=[CH:30][CH:31]=2)[CH:26]=[CH:25][CH:24]=1.C(=O)([O-])[O-].[K+].[K+]. The catalyst is C(Cl)Cl.O.CCOC(C)=O. The product is [CH3:2][N:3]([C:33]([C:23]1[C:32]2[C:27](=[CH:28][CH:29]=[CH:30][CH:31]=2)[CH:26]=[CH:25][CH:24]=1)=[O:34])[C@@H:4]([CH2:16][C:17]1[CH:22]=[CH:21][CH:20]=[CH:19][CH:18]=1)[CH2:5][CH2:6][NH:7][C:8]([C:10]1[CH:15]=[CH:14][CH:13]=[CH:12][N:11]=1)=[O:9]. The yield is 0.740. (2) The reactants are [OH:1][C:2]1[CH:12]=[CH:11][C:5]([C:6]([O:8][CH2:9][CH3:10])=[O:7])=[CH:4][CH:3]=1.C(=O)([O-])[O-].[K+].[K+].[CH3:19][C:20]([CH3:24])=[CH:21][CH2:22]Cl. The catalyst is C(#N)C. The product is [CH3:19][C:20]([CH3:24])=[CH:21][CH2:22][O:1][C:2]1[CH:3]=[CH:4][C:5]([C:6]([O:8][CH2:9][CH3:10])=[O:7])=[CH:11][CH:12]=1. The yield is 0.950. (3) The reactants are CN(S(F)(F)[F:5])C.[C:8]([C:10]1[C:14]([S:15][C:16]([F:19])([F:18])[F:17])=[C:13]([CH2:20]O)[N:12]([C:22]2[C:27]([Cl:28])=[CH:26][C:25]([C:29]([F:32])([F:31])[F:30])=[CH:24][C:23]=2[Cl:33])[N:11]=1)#[N:9].O. The catalyst is ClCCl. The product is [C:8]([C:10]1[C:14]([S:15][C:16]([F:19])([F:18])[F:17])=[C:13]([CH2:20][F:5])[N:12]([C:22]2[C:27]([Cl:28])=[CH:26][C:25]([C:29]([F:32])([F:31])[F:30])=[CH:24][C:23]=2[Cl:33])[N:11]=1)#[N:9]. The yield is 0.840. (4) The catalyst is C(Cl)Cl. The reactants are C[O:2][C:3]1[CH:4]=[C:5]([C:9]2[CH:14]=[CH:13][CH:12]=[C:11]([C:15]([NH2:17])=[O:16])[CH:10]=2)[CH:6]=[CH:7][CH:8]=1.B(Br)(Br)Br. The yield is 0.910. The product is [OH:2][C:3]1[CH:4]=[C:5]([C:9]2[CH:14]=[CH:13][CH:12]=[C:11]([C:15]([NH2:17])=[O:16])[CH:10]=2)[CH:6]=[CH:7][CH:8]=1. (5) The reactants are [F:1][CH:2]([F:14])[CH:3]1[C:12]2[C:7](=[CH:8][CH:9]=[CH:10][CH:11]=2)[NH:6][C:5](=O)[CH2:4]1.CSC.B. The catalyst is C1COCC1. The product is [F:14][CH:2]([F:1])[CH:3]1[C:12]2[C:7](=[CH:8][CH:9]=[CH:10][CH:11]=2)[NH:6][CH2:5][CH2:4]1. The yield is 0.550.